From a dataset of Reaction yield outcomes from USPTO patents with 853,638 reactions. Predict the reaction yield, written as a fraction of the theoretical maximum amount of product (1.0 means a 100% yield; for example, 0.34 means a 34% yield). (1) The reactants are C([O:4][C@@H:5]1[C@@H:10]([O:11][C:12](=[O:14])[CH3:13])[C@@H:9]([O:15][C:16](=[O:18])[CH3:17])[C@@H:8]([CH2:19][N:20]=[N+:21]=[N-:22])[O:7][C@@H:6]1Br)(=O)C.C1C([N+]([O-])=[O:31])=CC=C(O)C=1.C(C1C=C(C)C=C(C(C)(C)C)N=1)(C)(C)C.[C:49]([O:52]CC)(=[O:51])[CH3:50]. The catalyst is C(Cl)Cl.[O-]S(C(F)(F)F)(=O)=O.[Ag+]. The product is [C:49]([O:52][C@H:6]1[O:7][C@H:8]([CH2:19][N:20]=[N+:21]=[N-:22])[C@H:9]([O:15][C:16](=[O:18])[CH3:17])[C@H:10]([O:11][C:12](=[O:14])[CH3:13])[C:5]1([OH:4])[OH:31])(=[O:51])[CH3:50]. The yield is 0.650. (2) The reactants are [CH2:1]([CH:6]1O[C:10](=O)[CH2:9][CH2:8][CH2:7]1)CCCC.C(NC(C)C)(C)C.C([Li])CCC.CCCCCC.[C:31]1([Se:37]Cl)[CH:36]=[CH:35][CH:34]=[CH:33][CH:32]=1. No catalyst specified. The product is [C:31]1([Se:37][C:10]2[CH:9]=[CH:8][CH:7]=[CH:6][CH:1]=2)[CH:36]=[CH:35][CH:34]=[CH:33][CH:32]=1. The yield is 0.730. (3) The reactants are [F:1][C:2]1[CH:3]=[C:4]([N+:9]([O-:11])=[O:10])[CH:5]=[CH:6][C:7]=1F.COC1C=C(CC)C=CC=1O.[CH2:23]([O:30][C:31]1[CH:36]=[C:35]([CH2:37][CH3:38])[CH:34]=[CH:33][C:32]=1[OH:39])[C:24]1[CH:29]=[CH:28][CH:27]=[CH:26][CH:25]=1. No catalyst specified. The product is [CH2:23]([O:30][C:31]1[CH:36]=[C:35]([CH2:37][CH3:38])[CH:34]=[CH:33][C:32]=1[O:39][C:7]1[CH:6]=[CH:5][C:4]([N+:9]([O-:11])=[O:10])=[CH:3][C:2]=1[F:1])[C:24]1[CH:29]=[CH:28][CH:27]=[CH:26][CH:25]=1. The yield is 1.00. (4) The reactants are [C:1]([C:5]1[CH:9]=[C:8]([NH:10][C:11]([NH:13][C:14]2[CH:19]=[CH:18][CH:17]=[C:16]([Cl:20])[C:15]=2[Cl:21])=[O:12])[N:7]([C:22]2[CH:31]=[C:30]3[C:25]([CH2:26][C@@H:27]([C:39](=[O:41])[NH2:40])[N:28](C(OC(C)(C)C)=O)[CH2:29]3)=[CH:24][CH:23]=2)[N:6]=1)([CH3:4])([CH3:3])[CH3:2]. The catalyst is Cl.O1CCOCC1. The product is [C:1]([C:5]1[CH:9]=[C:8]([NH:10][C:11]([NH:13][C:14]2[CH:19]=[CH:18][CH:17]=[C:16]([Cl:20])[C:15]=2[Cl:21])=[O:12])[N:7]([C:22]2[CH:31]=[C:30]3[C:25]([CH2:26][C@@H:27]([C:39](=[O:41])[NH2:40])[NH:28][CH2:29]3)=[CH:24][CH:23]=2)[N:6]=1)([CH3:4])([CH3:2])[CH3:3]. The yield is 0.850. (5) The reactants are [C:1]([O:4][C:5]1[CH:13]=[CH:12][C:11]([Cl:14])=[CH:10][C:6]=1[C:7]([OH:9])=O)(=[O:3])[CH3:2].[NH2:15][C:16]1[CH:17]=[C:18]([CH:22]=[CH:23][CH:24]=1)[C:19]([NH2:21])=[O:20]. No catalyst specified. The product is [C:1]([O:4][C:5]1[CH:13]=[CH:12][C:11]([Cl:14])=[CH:10][C:6]=1[C:7]([NH:15][C:16]1[CH:24]=[CH:23][CH:22]=[C:18]([C:19](=[O:20])[NH2:21])[CH:17]=1)=[O:9])(=[O:3])[CH3:2]. The yield is 0.158.